Task: Regression/Classification. Given a drug SMILES string, predict its absorption, distribution, metabolism, or excretion properties. Task type varies by dataset: regression for continuous measurements (e.g., permeability, clearance, half-life) or binary classification for categorical outcomes (e.g., BBB penetration, CYP inhibition). Dataset: cyp3a4_veith.. Dataset: CYP3A4 inhibition data for predicting drug metabolism from PubChem BioAssay The molecule is COc1ccc2cc([C@H](C)C(=O)O)ccc2c1. The result is 0 (non-inhibitor).